From a dataset of Catalyst prediction with 721,799 reactions and 888 catalyst types from USPTO. Predict which catalyst facilitates the given reaction. (1) Reactant: [N:1]([CH2:4][C:5]1[C:9]([C:10]2[CH:15]=[CH:14][CH:13]=[CH:12][C:11]=2[C:16]([C:18]2[CH:23]=[CH:22][C:21]([Cl:24])=[CH:20][CH:19]=2)=O)=[C:8]([CH3:25])[O:7][N:6]=1)=[N+]=[N-].CP(C)C. Product: [Cl:24][C:21]1[CH:22]=[CH:23][C:18]([C:16]2[C:11]3[CH:12]=[CH:13][CH:14]=[CH:15][C:10]=3[C:9]3=[C:8]([CH3:25])[O:7][N:6]=[C:5]3[CH2:4][N:1]=2)=[CH:19][CH:20]=1. The catalyst class is: 11. (2) Reactant: [C:1]1(=[O:10])[C:4]2([CH2:9][CH2:8][NH:7][CH2:6][CH2:5]2)[CH2:3][NH:2]1.[Cl:11][C:12]1[N:13]=[C:14]([N:23]2[CH2:28][CH2:27][O:26][CH2:25][CH2:24]2)[C:15]2[S:20][C:19]([CH:21]=O)=[CH:18][C:16]=2[N:17]=1.C(O[BH-](OC(=O)C)OC(=O)C)(=O)C.[Na+]. Product: [Cl:11][C:12]1[N:13]=[C:14]([N:23]2[CH2:24][CH2:25][O:26][CH2:27][CH2:28]2)[C:15]2[S:20][C:19]([CH2:21][N:7]3[CH2:8][CH2:9][C:4]4([C:1](=[O:10])[NH:2][CH2:3]4)[CH2:5][CH2:6]3)=[CH:18][C:16]=2[N:17]=1. The catalyst class is: 68. (3) Reactant: [Cl:1][C:2]1[CH:7]=[CH:6][C:5]([C:8]2[N:9]=[C:10]([CH:17]3[CH2:22][CH2:21][NH:20][CH2:19][CH2:18]3)[N:11]3[CH:16]=[CH:15][CH:14]=[CH:13][C:12]=23)=[CH:4][CH:3]=1.CCN(C(C)C)C(C)C.Br[CH2:33][CH2:34][C:35]1[CH:40]=[CH:39][CH:38]=[CH:37][CH:36]=1. Product: [Cl:1][C:2]1[CH:7]=[CH:6][C:5]([C:8]2[N:9]=[C:10]([CH:17]3[CH2:22][CH2:21][N:20]([CH2:33][CH2:34][C:35]4[CH:40]=[CH:39][CH:38]=[CH:37][CH:36]=4)[CH2:19][CH2:18]3)[N:11]3[CH:16]=[CH:15][CH:14]=[CH:13][C:12]=23)=[CH:4][CH:3]=1. The catalyst class is: 382. (4) Reactant: [CH:1]([C:3]1[C:11]2[C:6](=[N:7][CH:8]=[C:9]([C:12]3[CH:13]=[C:14]([NH:18][C:19](=[O:24])[C:20]([CH3:23])([CH3:22])[CH3:21])[CH:15]=[N:16][CH:17]=3)[CH:10]=2)[N:5](C2CCCCO2)[N:4]=1)=O.[S].[F:32][C:33]1[CH:34]=[C:35]([C:39]2[C:40]([NH2:46])=[C:41]([NH2:45])[CH:42]=[N:43][CH:44]=2)[CH:36]=[CH:37][CH:38]=1.C(Cl)Cl.C(O)(C(F)(F)F)=O. Product: [F:32][C:33]1[CH:34]=[C:35]([C:39]2[C:40]3[N:46]=[C:1]([C:3]4[C:11]5[C:6](=[N:7][CH:8]=[C:9]([C:12]6[CH:13]=[C:14]([NH:18][C:19](=[O:24])[C:20]([CH3:22])([CH3:21])[CH3:23])[CH:15]=[N:16][CH:17]=6)[CH:10]=5)[NH:5][N:4]=4)[NH:45][C:41]=3[CH:42]=[N:43][CH:44]=2)[CH:36]=[CH:37][CH:38]=1. The catalyst class is: 51.